Dataset: Peptide-MHC class II binding affinity with 134,281 pairs from IEDB. Task: Regression. Given a peptide amino acid sequence and an MHC pseudo amino acid sequence, predict their binding affinity value. This is MHC class II binding data. The peptide sequence is SSVDRYRNRVLLL. The MHC is DRB1_1501 with pseudo-sequence DRB1_1501. The binding affinity (normalized) is 0.373.